This data is from Full USPTO retrosynthesis dataset with 1.9M reactions from patents (1976-2016). The task is: Predict the reactants needed to synthesize the given product. (1) Given the product [C:1]1([S:7]([N:10]2[C:14]3=[N:15][C:16]([O:19][CH3:20])=[CH:17][CH:18]=[C:13]3[CH:12]=[C:11]2[CH:52]([OH:53])[CH2:47][CH:26]2[CH2:25][CH2:27][CH2:32][CH2:31]2)(=[O:9])=[O:8])[CH:2]=[CH:3][CH:4]=[CH:5][CH:6]=1, predict the reactants needed to synthesize it. The reactants are: [C:1]1([S:7]([N:10]2[C:14]3=[N:15][C:16]([O:19][CH3:20])=[CH:17][CH:18]=[C:13]3[CH:12]=[CH:11]2)(=[O:9])=[O:8])[CH:6]=[CH:5][CH:4]=[CH:3][CH:2]=1.C([N-][CH:25]([CH3:27])[CH3:26])(C)C.[Li+].C([Li])C[CH2:31][CH3:32].CCCCCC.C(NC(C)C)(C)C.[CH:47]1([CH:52]=[O:53])CCCC1. (2) Given the product [Si:30]([O:37][CH2:38][C:39]1[CH:43]=[N:42][N:41]([CH2:22][C@@H:7]2[C@H:8]([NH:11][C:12](=[O:21])[O:13][CH2:14][C:15]3[CH:20]=[CH:19][CH:18]=[CH:17][CH:16]=3)[C:9](=[O:10])[N:6]2[CH2:5][C:4]2[CH:24]=[CH:25][C:26]([O:28][CH3:29])=[CH:27][C:3]=2[O:2][CH3:1])[N:40]=1)([C:33]([CH3:36])([CH3:34])[CH3:35])([CH3:32])[CH3:31], predict the reactants needed to synthesize it. The reactants are: [CH3:1][O:2][C:3]1[CH:27]=[C:26]([O:28][CH3:29])[CH:25]=[CH:24][C:4]=1[CH2:5][N:6]1[C:9](=[O:10])[C@@H:8]([NH:11][C:12](=[O:21])[O:13][CH2:14][C:15]2[CH:20]=[CH:19][CH:18]=[CH:17][CH:16]=2)[C@H:7]1[CH2:22]O.[Si:30]([O:37][CH2:38][C:39]1[N:40]=[N:41][NH:42][CH:43]=1)([C:33]([CH3:36])([CH3:35])[CH3:34])([CH3:32])[CH3:31].C1C=CC(P(C2C=CC=CC=2)C2C=CC=CC=2)=CC=1.CC(OC(/N=N/C(OC(C)C)=O)=O)C. (3) Given the product [CH2:31]([O:30][C:28](=[O:29])[CH2:27][O:26][C:23]1[CH:22]=[CH:21][C:20]([C:12]2[N:11]([C:4]3[CH:5]=[CH:6][CH:7]=[C:8]([O:9][CH3:10])[C:3]=3[O:2][CH3:1])[C:15]([CH3:16])=[CH:14][C:13]=2[C:17]([N:43]2[CH2:44][CH2:45][N:40]([CH2:33][C:34]3[CH:39]=[CH:38][CH:37]=[CH:36][CH:35]=3)[CH2:41][C@H:42]2[CH2:46][C:47]2[CH:52]=[CH:51][CH:50]=[CH:49][CH:48]=2)=[O:19])=[CH:25][CH:24]=1)[CH3:32], predict the reactants needed to synthesize it. The reactants are: [CH3:1][O:2][C:3]1[C:8]([O:9][CH3:10])=[CH:7][CH:6]=[CH:5][C:4]=1[N:11]1[C:15]([CH3:16])=[CH:14][C:13]([C:17]([OH:19])=O)=[C:12]1[C:20]1[CH:25]=[CH:24][C:23]([O:26][CH2:27][C:28]([O:30][CH2:31][CH3:32])=[O:29])=[CH:22][CH:21]=1.[CH2:33]([N:40]1[CH2:45][CH2:44][NH:43][C@H:42]([CH2:46][C:47]2[CH:52]=[CH:51][CH:50]=[CH:49][CH:48]=2)[CH2:41]1)[C:34]1[CH:39]=[CH:38][CH:37]=[CH:36][CH:35]=1.CCN=C=NCCCN(C)C.Cl.C1C=CC2N(O)N=NC=2C=1.C(=O)(O)[O-].[Na+]. (4) Given the product [Cl:16][C:12]1[CH:13]=[C:14]2[C:9](=[C:10]([C:17]#[C:18][CH3:19])[CH:11]=1)[O:8][CH:7]([C:20]([F:23])([F:21])[F:22])[C:6]([C:4]([OH:5])=[O:3])=[CH:15]2, predict the reactants needed to synthesize it. The reactants are: C([O:3][C:4]([C:6]1[CH:7]([C:20]([F:23])([F:22])[F:21])[O:8][C:9]2[C:14]([CH:15]=1)=[CH:13][C:12]([Cl:16])=[CH:11][C:10]=2[C:17]#[C:18][CH3:19])=[O:5])C.C1COCC1.CCO.O.Cl. (5) Given the product [CH3:14][O:15][C:16]1[CH:17]=[C:18]([CH:28]=[CH:29][CH:30]=1)[C:19]([NH:21][CH:22]1[CH2:27][CH2:26][N:25]([CH2:12][C:6]2[CH:5]=[C:4]3[C:9]([CH2:10][CH2:11][C:2](=[O:1])[NH:3]3)=[CH:8][CH:7]=2)[CH2:24][CH2:23]1)=[O:20], predict the reactants needed to synthesize it. The reactants are: [O:1]=[C:2]1[CH2:11][CH2:10][C:9]2[C:4](=[CH:5][C:6]([CH:12]=O)=[CH:7][CH:8]=2)[NH:3]1.[CH3:14][O:15][C:16]1[CH:17]=[C:18]([CH:28]=[CH:29][CH:30]=1)[C:19]([NH:21][CH:22]1[CH2:27][CH2:26][NH:25][CH2:24][CH2:23]1)=[O:20].[BH-](OC(C)=O)(OC(C)=O)OC(C)=O.[Na+].[OH-].[Na+]. (6) Given the product [CH2:1]([O:8][N:9]1[C:15](=[O:16])[N:14]2[CH2:17][C@H:10]1[CH2:11][CH2:12][C@H:13]2[CH:18]=[O:19])[C:2]1[CH:3]=[CH:4][CH:5]=[CH:6][CH:7]=1, predict the reactants needed to synthesize it. The reactants are: [CH2:1]([O:8][N:9]1[C:15](=[O:16])[N:14]2[CH2:17][C@H:10]1[CH2:11][CH2:12][C@H:13]2[CH2:18][OH:19])[C:2]1[CH:7]=[CH:6][CH:5]=[CH:4][CH:3]=1.ClN1C(=O)N(Cl)C(=O)N(Cl)C1=O. (7) Given the product [CH2:8]([NH:15][C:16]([C:18]1[S:22][C:21]([N:23]2[CH:28]=[CH:27][C:26]([O:29][CH2:2][CH:3]3[CH2:7][CH2:6][CH2:5][O:4]3)=[CH:25][C:24]2=[O:30])=[N:20][C:19]=1[CH3:31])=[O:17])[C:9]1[CH:14]=[CH:13][CH:12]=[CH:11][CH:10]=1, predict the reactants needed to synthesize it. The reactants are: Br[CH2:2][CH:3]1[CH2:7][CH2:6][CH2:5][O:4]1.[CH2:8]([NH:15][C:16]([C:18]1[S:22][C:21]([N:23]2[CH:28]=[CH:27][C:26]([OH:29])=[CH:25][C:24]2=[O:30])=[N:20][C:19]=1[CH3:31])=[O:17])[C:9]1[CH:14]=[CH:13][CH:12]=[CH:11][CH:10]=1. (8) Given the product [I-:12].[CH:14]1([N+:19]2([CH3:24])[CH2:23][CH2:22][CH2:21][CH2:20]2)[CH2:15][CH2:16][CH2:17][CH2:18]1, predict the reactants needed to synthesize it. The reactants are: C1(N2CCCC2)CCCC1.C[I:12].[OH-].[CH:14]1([N+:19]2([CH3:24])[CH2:23][CH2:22][CH2:21][CH2:20]2)[CH2:18][CH2:17][CH2:16][CH2:15]1. (9) Given the product [NH2:31][C:29]1[S:30]/[C:26](=[CH:25]\[C:22]2[CH:23]=[C:24]3[C:19](=[CH:20][CH:21]=2)[N:18]=[CH:17][CH:16]=[C:15]3[O:14][CH:11]2[CH2:10][CH2:9][NH:8][CH2:13][CH2:12]2)/[C:27](=[O:32])[N:28]=1, predict the reactants needed to synthesize it. The reactants are: C(OC([N:8]1[CH2:13][CH2:12][CH:11]([O:14][C:15]2[C:24]3[C:19](=[CH:20][CH:21]=[C:22](/[CH:25]=[C:26]4/[C:27](=[O:32])[N:28]=[C:29]([NH2:31])[S:30]/4)[CH:23]=3)[N:18]=[CH:17][CH:16]=2)[CH2:10][CH2:9]1)=O)(C)(C)C.Cl.